Dataset: Forward reaction prediction with 1.9M reactions from USPTO patents (1976-2016). Task: Predict the product of the given reaction. (1) Given the reactants [N:1]1([C:5]([C:7]2[CH:8]=[N:9][N:10]([CH3:27])[C:11]=2[C:12]([NH:14][C:15]2[CH:20]=[CH:19][N:18]3[N:21]=[C:22]([C:24](O)=[O:25])[N:23]=[C:17]3[CH:16]=2)=[O:13])=[O:6])[CH2:4][CH2:3][CH2:2]1.[CH3:28][O:29][CH2:30][CH2:31][NH2:32], predict the reaction product. The product is: [N:1]1([C:5]([C:7]2[CH:8]=[N:9][N:10]([CH3:27])[C:11]=2[C:12]([NH:14][C:15]2[CH:20]=[CH:19][N:18]3[N:21]=[C:22]([C:24]([NH:32][CH2:31][CH2:30][O:29][CH3:28])=[O:25])[N:23]=[C:17]3[CH:16]=2)=[O:13])=[O:6])[CH2:4][CH2:3][CH2:2]1. (2) Given the reactants C(OC(=O)[NH:7][C@H:8]1[CH2:11][C@H:10]([NH:12][C:13]2[S:14][C:15]3[CH:21]=[CH:20][CH:19]=[CH:18][C:16]=3[N:17]=2)[CH2:9]1)(C)(C)C.FC(F)(F)C(O)=O, predict the reaction product. The product is: [S:14]1[C:15]2[CH:21]=[CH:20][CH:19]=[CH:18][C:16]=2[N:17]=[C:13]1[NH:12][C@H:10]1[CH2:9][C@H:8]([NH2:7])[CH2:11]1. (3) Given the reactants [CH3:1][O:2][C:3]1[CH:4]=[C:5]([C:11](=O)[CH2:12][C:13]2[CH:18]=[CH:17][CH:16]=[CH:15][CH:14]=2)[CH:6]=[CH:7][C:8]=1[O:9][CH3:10].[CH2:20]([O:22][C:23]1[CH:24]=[C:25]([CH:28]=[C:29]([N+:32]([O-:34])=[O:33])[C:30]=1[OH:31])[CH:26]=O)[CH3:21].[NH2:35][C:36]([NH2:38])=[O:37].Cl, predict the reaction product. The product is: [CH3:1][O:2][C:3]1[CH:4]=[C:5]([C:11]2[NH:38][C:36](=[O:37])[NH:35][CH:26]([C:25]3[CH:28]=[C:29]([N+:32]([O-:34])=[O:33])[C:30]([OH:31])=[C:23]([O:22][CH2:20][CH3:21])[CH:24]=3)[C:12]=2[C:13]2[CH:18]=[CH:17][CH:16]=[CH:15][CH:14]=2)[CH:6]=[CH:7][C:8]=1[O:9][CH3:10]. (4) Given the reactants [F:1][C:2]([F:34])([F:33])[C:3]1[CH:8]=[CH:7][C:6]([C:9]2[CH:10]=[C:11]([CH:30]=[CH:31][CH:32]=2)[CH2:12][O:13][C:14]2[CH:15]=[C:16]3[C:21](=[CH:22][CH:23]=2)[CH:20]([CH2:24][C:25]([O:27]C)=[O:26])[C:19](=[CH2:29])[CH2:18][CH2:17]3)=[CH:5][CH:4]=1.[OH-].[Na+], predict the reaction product. The product is: [F:1][C:2]([F:33])([F:34])[C:3]1[CH:4]=[CH:5][C:6]([C:9]2[CH:10]=[C:11]([CH:30]=[CH:31][CH:32]=2)[CH2:12][O:13][C:14]2[CH:15]=[C:16]3[C:21](=[CH:22][CH:23]=2)[CH:20]([CH2:24][C:25]([OH:27])=[O:26])[C:19](=[CH2:29])[CH2:18][CH2:17]3)=[CH:7][CH:8]=1. (5) Given the reactants OCC(C)(C)C[O:5][C:6](=[O:25])[CH2:7][CH2:8][CH2:9][C:10]1([C:18]2[CH:23]=[CH:22][C:21]([F:24])=[CH:20][CH:19]=2)[O:15][CH2:14][C:13]([CH3:17])([CH3:16])[CH2:12][O:11]1.C1COCC1.O.[OH-].[Li+].Cl, predict the reaction product. The product is: [F:24][C:21]1[CH:20]=[CH:19][C:18]([C:10]2([CH2:9][CH2:8][CH2:7][C:6]([OH:25])=[O:5])[O:11][CH2:12][C:13]([CH3:17])([CH3:16])[CH2:14][O:15]2)=[CH:23][CH:22]=1. (6) Given the reactants [Cl:1][C:2]1[C:3]2[C@H:10]([CH3:11])[CH2:9][CH2:8][C:4]=2[N:5]=[CH:6][N:7]=1.C1C=C(Cl)C=C(C(OO)=[O:20])C=1.[O-]S([O-])(=S)=O.[Na+].[Na+].C([O-])([O-])=O.[Na+].[Na+], predict the reaction product. The product is: [Cl:1][C:2]1[N:7]=[CH:6][N+:5]([O-:20])=[C:4]2[CH2:8][CH2:9][C@@H:10]([CH3:11])[C:3]=12. (7) Given the reactants [NH2:1][C:2]1[CH:11]=[CH:10][C:9]([CH:12]2[CH2:17][CH2:16][CH2:15][CH2:14][CH2:13]2)=[CH:8][C:3]=1[C:4]([O:6][CH3:7])=[O:5].[CH2:18]([N:25]1[C:33]2[C:28](=[CH:29][C:30](Br)=[CH:31][CH:32]=2)[CH:27]=[CH:26]1)[C:19]1[CH:24]=[CH:23][CH:22]=[CH:21][CH:20]=1.C(=O)([O-])[O-].[Cs+].[Cs+].C1(C)C=CC=CC=1, predict the reaction product. The product is: [CH2:18]([N:25]1[C:33]2[C:28](=[CH:29][C:30]([NH:1][C:2]3[CH:11]=[CH:10][C:9]([CH:12]4[CH2:17][CH2:16][CH2:15][CH2:14][CH2:13]4)=[CH:8][C:3]=3[C:4]([O:6][CH3:7])=[O:5])=[CH:31][CH:32]=2)[CH:27]=[CH:26]1)[C:19]1[CH:24]=[CH:23][CH:22]=[CH:21][CH:20]=1. (8) Given the reactants [C:1]([O:5][C:6]([NH:8][C@@H:9]([CH2:13][NH:14][C:15]([NH2:17])=[S:16])[C:10]([OH:12])=[O:11])=[O:7])([CH3:4])([CH3:3])[CH3:2].Br[CH:19]([CH:22]=O)[CH:20]=[O:21], predict the reaction product. The product is: [C:1]([O:5][C:6]([NH:8][C@@H:9]([CH2:13][NH:14][C:15]1[S:16][C:19]([CH:20]=[O:21])=[CH:22][N:17]=1)[C:10]([OH:12])=[O:11])=[O:7])([CH3:4])([CH3:2])[CH3:3]. (9) Given the reactants Br[C:2]1[C:7]([N+:8]([O-:10])=[O:9])=[CH:6][CH:5]=[CH:4][C:3]=1[N+:11]([O-:13])=[O:12].[CH3:14][OH:15], predict the reaction product. The product is: [CH3:14][O:15][C:2]1[C:7]([N+:8]([O-:10])=[O:9])=[CH:6][CH:5]=[CH:4][C:3]=1[N+:11]([O-:13])=[O:12].